From a dataset of Full USPTO retrosynthesis dataset with 1.9M reactions from patents (1976-2016). Predict the reactants needed to synthesize the given product. (1) Given the product [CH3:1][O:2][C:3]1[CH:4]=[C:5]2[C:9](=[CH:10][CH:11]=1)[N:8]([CH3:18])[CH:7]=[C:6]2[CH:12]=[O:13], predict the reactants needed to synthesize it. The reactants are: [CH3:1][O:2][C:3]1[CH:4]=[C:5]2[C:9](=[CH:10][CH:11]=1)[NH:8][CH:7]=[C:6]2[CH:12]=[O:13].[H-].[Na+].CI.[C:18](=O)(O)[O-].[Na+]. (2) The reactants are: [F:1][C:2]1[CH:7]=[C:6]([CH3:8])[CH:5]=[CH:4][C:3]=1[C:9]1[C:13]([CH2:14][OH:15])=[C:12]([C:16]([F:19])([F:18])[F:17])[S:11][N:10]=1.O[C:21]1[CH:26]=[CH:25][C:24]([CH2:27][CH2:28][C:29]([O:31]CC)=[O:30])=[C:23]([C:34]([F:37])([F:36])[F:35])[CH:22]=1. Given the product [F:1][C:2]1[CH:7]=[C:6]([CH3:8])[CH:5]=[CH:4][C:3]=1[C:9]1[C:13]([CH2:14][O:15][C:21]2[CH:26]=[CH:25][C:24]([CH2:27][CH2:28][C:29]([OH:31])=[O:30])=[C:23]([C:34]([F:35])([F:37])[F:36])[CH:22]=2)=[C:12]([C:16]([F:19])([F:17])[F:18])[S:11][N:10]=1, predict the reactants needed to synthesize it. (3) Given the product [CH2:11]([C:9]1[S:8][C:6]2[N:7]=[C:2]([NH:37][C:35]3[CH:34]=[N:33][N:32]([CH:29]4[CH2:30][CH2:31][O:26][CH2:27][CH2:28]4)[CH:36]=3)[N:3]=[C:4]([NH:13][C@H:14]3[CH2:19][CH2:18][C@H:17]([N:20]4[CH2:25][CH2:24][O:23][CH2:22][CH2:21]4)[CH2:16][CH2:15]3)[C:5]=2[N:10]=1)[CH3:12], predict the reactants needed to synthesize it. The reactants are: Cl[C:2]1[N:3]=[C:4]([NH:13][C@H:14]2[CH2:19][CH2:18][C@H:17]([N:20]3[CH2:25][CH2:24][O:23][CH2:22][CH2:21]3)[CH2:16][CH2:15]2)[C:5]2[N:10]=[C:9]([CH2:11][CH3:12])[S:8][C:6]=2[N:7]=1.[O:26]1[CH2:31][CH2:30][CH:29]([N:32]2[CH:36]=[C:35]([NH2:37])[CH:34]=[N:33]2)[CH2:28][CH2:27]1.Cl. (4) The reactants are: [CH2:1]([N:5]1[C:9]([CH2:10][O:11][C:12]2[CH:17]=[CH:16][CH:15]=[CH:14][C:13]=2[CH2:18][C@@H:19]([O:25][C:26]2[C:27]3[C:34]([C:35]4[CH:40]=[CH:39][C:38]([O:41][CH2:42][CH2:43][N:44]5[CH2:49][CH2:48][N:47]([CH3:50])[CH2:46][CH2:45]5)=[C:37]([Cl:51])[C:36]=4[CH3:52])=[C:33]([C:53]4[CH:54]=[N:55][C:56](F)=[CH:57][CH:58]=4)[S:32][C:28]=3[N:29]=[CH:30][N:31]=2)[C:20]([O:22][CH2:23][CH3:24])=[O:21])=[CH:8][CH:7]=[N:6]1)[CH2:2][CH2:3][CH3:4].[CH3:60][O:61][CH2:62][CH2:63][OH:64].C(=O)([O-])[O-].[Cs+].[Cs+]. Given the product [CH2:1]([N:5]1[C:9]([CH2:10][O:11][C:12]2[CH:17]=[CH:16][CH:15]=[CH:14][C:13]=2[CH2:18][C@@H:19]([O:25][C:26]2[C:27]3[C:34]([C:35]4[CH:40]=[CH:39][C:38]([O:41][CH2:42][CH2:43][N:44]5[CH2:49][CH2:48][N:47]([CH3:50])[CH2:46][CH2:45]5)=[C:37]([Cl:51])[C:36]=4[CH3:52])=[C:33]([C:53]4[CH:54]=[N:55][C:56]([O:64][CH2:63][CH2:62][O:61][CH3:60])=[CH:57][CH:58]=4)[S:32][C:28]=3[N:29]=[CH:30][N:31]=2)[C:20]([O:22][CH2:23][CH3:24])=[O:21])=[CH:8][CH:7]=[N:6]1)[CH2:2][CH2:3][CH3:4], predict the reactants needed to synthesize it. (5) Given the product [Cl:1][C:2]1[CH:7]=[CH:6][CH:5]=[C:4]([CH2:8][CH3:9])[C:3]=1[CH:10]([C:12]1[N:13]=[CH:14][NH:15][CH:16]=1)[OH:11], predict the reactants needed to synthesize it. The reactants are: [Cl:1][C:2]1[CH:7]=[CH:6][CH:5]=[C:4]([CH2:8][CH3:9])[C:3]=1[CH:10]([C:12]1[N:13]=[CH:14][N:15](C(C2C=CC=CC=2)(C2C=CC=CC=2)C2C=CC=CC=2)[CH:16]=1)[OH:11].C([SiH](CC)CC)C.FC(F)(F)C(O)=O. (6) Given the product [Cl:1][C:2]1[CH:10]=[CH:9][CH:8]=[C:7]([CH3:11])[C:3]=1[C:4]([Cl:14])=[O:5], predict the reactants needed to synthesize it. The reactants are: [Cl:1][C:2]1[CH:10]=[CH:9][CH:8]=[C:7]([CH3:11])[C:3]=1[C:4](O)=[O:5].S(Cl)([Cl:14])=O. (7) Given the product [Cl:1][C:2]1[CH:3]=[CH:4][C:5]([CH:8]2[CH2:9][CH2:10][CH:11]([C:14]([NH:24][C:25]3[CH:34]=[CH:33][CH:32]=[C:31]4[C:26]=3[CH:27]=[CH:28][CH:29]=[N:30]4)=[O:16])[CH2:12][CH2:13]2)=[CH:6][CH:7]=1, predict the reactants needed to synthesize it. The reactants are: [Cl:1][C:2]1[CH:7]=[CH:6][C:5]([CH:8]2[CH2:13][CH2:12][CH:11]([C:14]([OH:16])=O)[CH2:10][CH2:9]2)=[CH:4][CH:3]=1.S(Cl)(Cl)=O.C(Cl)Cl.[NH2:24][C:25]1[CH:34]=[CH:33][CH:32]=[C:31]2[C:26]=1[CH:27]=[CH:28][CH:29]=[N:30]2.C(N(C(C)C)CC)(C)C.